Dataset: Full USPTO retrosynthesis dataset with 1.9M reactions from patents (1976-2016). Task: Predict the reactants needed to synthesize the given product. (1) Given the product [CH3:7][C@H:6]1[C@@H:2]([O:1][C:25]([C:24]2[CH:23]=[CH:22][C:21]([N+:18]([O-:20])=[O:19])=[CH:29][CH:28]=2)=[O:26])[CH2:3][N:4]([C:8]([O:10][CH2:11][C:12]2[CH:17]=[CH:16][CH:15]=[CH:14][CH:13]=2)=[O:9])[CH2:5]1, predict the reactants needed to synthesize it. The reactants are: [OH:1][C@H:2]1[C@H:6]([CH3:7])[CH2:5][N:4]([C:8]([O:10][CH2:11][C:12]2[CH:17]=[CH:16][CH:15]=[CH:14][CH:13]=2)=[O:9])[CH2:3]1.[N+:18]([C:21]1[CH:29]=[CH:28][C:24]([C:25](O)=[O:26])=[CH:23][CH:22]=1)([O-:20])=[O:19].C1(P(C2C=CC=CC=2)C2C=CC=CC=2)C=CC=CC=1.CC(OC(/N=N/C(OC(C)C)=O)=O)C. (2) Given the product [Br:21][CH2:22][C:23]([NH:1][C:2]1[S:6][C:5]2[CH2:7][CH2:8][CH2:9][CH2:10][C:4]=2[C:3]=1[C:11]([NH2:13])=[O:12])=[O:24], predict the reactants needed to synthesize it. The reactants are: [NH2:1][C:2]1[S:6][C:5]2[CH2:7][CH2:8][CH2:9][CH2:10][C:4]=2[C:3]=1[C:11]([NH2:13])=[O:12].C(N(CC)CC)C.[Br:21][CH2:22][C:23](Br)=[O:24].Cl. (3) Given the product [Cl:17][C:12]1[CH:11]=[C:10]([CH:15]=[CH:14][C:13]=1[Cl:16])[CH2:9][N:7]([CH3:8])[C:6]([C:5]1[CH:35]([CH3:34])[N:36]([C:37]2[CH:39]=[CH:40][N:41]=[CH:42][CH:43]=2)[C:3](=[O:20])[C:4]=1[OH:19])=[O:18], predict the reactants needed to synthesize it. The reactants are: CO[C:3](=[O:20])[C:4]([OH:19])=[CH:5][C:6](=[O:18])[N:7]([CH2:9][C:10]1[CH:15]=[CH:14][C:13]([Cl:16])=[C:12]([Cl:17])[CH:11]=1)[CH3:8].C=O.NCC1C=CN=CC=1.ClC1C=[C:34](C=CC=1Cl)[CH2:35][N:36](C)[C:37]([C:39]1[CH2:40][N:41](C)[C:42](=O)[C:43]=1O)=O. (4) Given the product [NH2:30][C:25]1[CH:26]=[CH:27][CH:28]=[CH:29][C:24]=1[NH:31][C:19]([C:18]1[CH:17]=[CH:16][C:15]([N:12]2[CH2:13][CH2:14][C@H:10]([NH:9][C:1](=[O:8])[C:2]3[CH:7]=[CH:6][CH:5]=[N:4][CH:3]=3)[CH2:11]2)=[CH:23][CH:22]=1)=[O:21], predict the reactants needed to synthesize it. The reactants are: [C:1]([NH:9][C@H:10]1[CH2:14][CH2:13][N:12]([C:15]2[CH:23]=[CH:22][C:18]([C:19]([OH:21])=O)=[CH:17][CH:16]=2)[CH2:11]1)(=[O:8])[C:2]1[CH:7]=[CH:6][CH:5]=[N:4][CH:3]=1.[C:24]1([NH2:31])[CH:29]=[CH:28][CH:27]=[CH:26][C:25]=1[NH2:30].C(Cl)CCl.C1C=CC2N(O)N=NC=2C=1.CCN(CC)CC. (5) Given the product [CH:22]1([CH2:21][N:8]([C@@H:9]2[CH2:11][C@H:10]2[C:12]2[CH:20]=[CH:19][CH:18]=[C:14]([C:15](=[O:17])[NH:32][C:30]3[CH:29]=[N:28][N:27]([CH2:25][CH3:26])[CH:31]=3)[CH:13]=2)[C:6](=[O:7])[O:5][C:1]([CH3:4])([CH3:2])[CH3:3])[CH2:23][CH2:24]1, predict the reactants needed to synthesize it. The reactants are: [C:1]([O:5][C:6]([N:8]([CH2:21][CH:22]1[CH2:24][CH2:23]1)[C@@H:9]1[CH2:11][C@H:10]1[C:12]1[CH:13]=[C:14]([CH:18]=[CH:19][CH:20]=1)[C:15]([OH:17])=O)=[O:7])([CH3:4])([CH3:3])[CH3:2].[CH2:25]([N:27]1[CH:31]=[C:30]([NH2:32])[CH:29]=[N:28]1)[CH3:26].F[P-](F)(F)(F)(F)F.N1(OC(N(C)C)=[N+](C)C)C2N=CC=CC=2N=N1.C(N(CC)CC)C. (6) Given the product [N:10]([CH2:13][C@@H:14]([F:7])[C@H:15]([O:18][CH2:19][C:20]1[CH:25]=[CH:24][CH:23]=[CH:22][CH:21]=1)[CH:16]=[CH2:17])=[N+:11]=[N-:12], predict the reactants needed to synthesize it. The reactants are: CCN(S(F)(F)[F:7])CC.[N:10]([CH2:13][C@H:14](O)[C@H:15]([O:18][CH2:19][C:20]1[CH:25]=[CH:24][CH:23]=[CH:22][CH:21]=1)[CH:16]=[CH2:17])=[N+:11]=[N-:12].C([O-])(O)=O.[Na+].